This data is from Reaction yield outcomes from USPTO patents with 853,638 reactions. The task is: Predict the reaction yield, written as a fraction of the theoretical maximum amount of product (1.0 means a 100% yield; for example, 0.34 means a 34% yield). (1) The yield is 0.830. The catalyst is O. The product is [CH3:40][C:37]1[CH:38]=[CH:39][C:34]([N:33]=[N:32][C:29]2[CH:30]=[CH:31][C:26]([O:25][CH2:24][CH2:23][CH2:22][CH2:21][CH2:20][CH2:19][O:43][C:5]3[C:4]([C:13]([O:15][CH2:16][CH3:17])=[O:14])=[CH:3][CH:2]=[CH:12][C:6]=3[C:7]([O:9][CH2:10][CH3:11])=[O:8])=[CH:27][CH:28]=2)=[CH:35][CH:36]=1. The reactants are O[C:2]1[CH:3]=[C:4]([C:13]([O:15][CH2:16][CH3:17])=[O:14])[CH:5]=[C:6]([CH:12]=1)[C:7]([O:9][CH2:10][CH3:11])=[O:8].Br[CH2:19][CH2:20][CH2:21][CH2:22][CH2:23][CH2:24][O:25][C:26]1[CH:31]=[CH:30][C:29]([N:32]=[N:33][C:34]2[CH:39]=[CH:38][C:37]([CH3:40])=[CH:36][CH:35]=2)=[CH:28][CH:27]=1.CC(C)=[O:43]. (2) The reactants are I[C:2]1[CH:7]=[CH:6][C:5]([S:8]([CH3:11])(=[O:10])=[O:9])=[CH:4][C:3]=1[C:12]([N:14]1[CH2:19][CH2:18][N:17]([C:20]2[CH:25]=[CH:24][C:23]([C:26]([F:29])([F:28])[F:27])=[CH:22][CH:21]=2)[CH2:16][CH2:15]1)=[O:13].[C:30]([Si:32]([CH3:35])([CH3:34])[CH3:33])#[CH:31]. The catalyst is C(N(CC)CC)C.C(OC(=O)C)C.C1C=CC([P]([Pd]([P](C2C=CC=CC=2)(C2C=CC=CC=2)C2C=CC=CC=2)([P](C2C=CC=CC=2)(C2C=CC=CC=2)C2C=CC=CC=2)[P](C2C=CC=CC=2)(C2C=CC=CC=2)C2C=CC=CC=2)(C2C=CC=CC=2)C2C=CC=CC=2)=CC=1. The product is [CH3:11][S:8]([C:5]1[CH:6]=[CH:7][C:2]([C:31]#[C:30][Si:32]([CH3:35])([CH3:34])[CH3:33])=[C:3]([C:12]([N:14]2[CH2:19][CH2:18][N:17]([C:20]3[CH:25]=[CH:24][C:23]([C:26]([F:29])([F:28])[F:27])=[CH:22][CH:21]=3)[CH2:16][CH2:15]2)=[O:13])[CH:4]=1)(=[O:10])=[O:9]. The yield is 0.530.